This data is from NCI-60 drug combinations with 297,098 pairs across 59 cell lines. The task is: Regression. Given two drug SMILES strings and cell line genomic features, predict the synergy score measuring deviation from expected non-interaction effect. (1) Drug 1: CCCCC(=O)OCC(=O)C1(CC(C2=C(C1)C(=C3C(=C2O)C(=O)C4=C(C3=O)C=CC=C4OC)O)OC5CC(C(C(O5)C)O)NC(=O)C(F)(F)F)O. Synergy scores: CSS=38.9, Synergy_ZIP=9.55, Synergy_Bliss=16.1, Synergy_Loewe=13.4, Synergy_HSA=13.6. Cell line: EKVX. Drug 2: CC1CCC2CC(C(=CC=CC=CC(CC(C(=O)C(C(C(=CC(C(=O)CC(OC(=O)C3CCCCN3C(=O)C(=O)C1(O2)O)C(C)CC4CCC(C(C4)OC)O)C)C)O)OC)C)C)C)OC. (2) Drug 1: C1=NC2=C(N=C(N=C2N1C3C(C(C(O3)CO)O)F)Cl)N. Drug 2: C1=CC=C(C(=C1)C(C2=CC=C(C=C2)Cl)C(Cl)Cl)Cl. Cell line: SNB-75. Synergy scores: CSS=2.51, Synergy_ZIP=-0.703, Synergy_Bliss=0.615, Synergy_Loewe=0.419, Synergy_HSA=-0.0234.